This data is from Catalyst prediction with 721,799 reactions and 888 catalyst types from USPTO. The task is: Predict which catalyst facilitates the given reaction. (1) Reactant: [Cl:1][C:2]1[CH:3]=[C:4]([CH:6]=[CH:7][C:8]=1[O:9][CH3:10])[NH2:5].Cl.[CH:12](=O)/[CH:13]=[CH:14]/[CH3:15]. Product: [Cl:1][C:2]1[CH:3]=[C:4]2[C:6]([CH:12]=[CH:13][C:14]([CH3:15])=[N:5]2)=[CH:7][C:8]=1[O:9][CH3:10]. The catalyst class is: 11. (2) Product: [NH2:1][C:2]1[CH:10]=[CH:9][C:8]([F:11])=[CH:7][C:3]=1[CH2:4][OH:5]. Reactant: [NH2:1][C:2]1[CH:10]=[CH:9][C:8]([F:11])=[CH:7][C:3]=1[C:4](O)=[O:5].C1COCC1.[OH-].[Na+]. The catalyst class is: 6. (3) Reactant: [CH2:1]([O:8][CH2:9][CH2:10][CH:11]([NH:14]C(=O)OC(C)(C)C)[CH2:12][OH:13])[C:2]1[CH:7]=[CH:6][CH:5]=[CH:4][CH:3]=1.[ClH:22]. Product: [ClH:22].[NH2:14][CH:11]([CH2:10][CH2:9][O:8][CH2:1][C:2]1[CH:7]=[CH:6][CH:5]=[CH:4][CH:3]=1)[CH2:12][OH:13]. The catalyst class is: 12. (4) Reactant: [ClH:1].Cl.[NH2:3][C@@H:4]([CH2:7][C:8]1[CH:13]=[CH:12][C:11]([O:14][C:15]2[N:20]=[CH:19][CH:18]=[CH:17][N:16]=2)=[CH:10][CH:9]=1)[CH2:5][OH:6].C(N(CC)C(C)C)(C)C.[O:30]([CH2:37][C@H:38]1[O:40][CH2:39]1)[C:31]1[CH:36]=[CH:35][CH:34]=[CH:33][CH:32]=1. Product: [ClH:1].[ClH:1].[OH:40][C@H:38]([CH2:37][O:30][C:31]1[CH:36]=[CH:35][CH:34]=[CH:33][CH:32]=1)[CH2:39][NH:3][C@@H:4]([CH2:7][C:8]1[CH:9]=[CH:10][C:11]([O:14][C:15]2[N:16]=[CH:17][CH:18]=[CH:19][N:20]=2)=[CH:12][CH:13]=1)[CH2:5][OH:6]. The catalyst class is: 8. (5) Reactant: [C:1]([C:3]1[C:4]([CH3:16])=[C:5]2[C:9](=[CH:10][CH:11]=1)[CH2:8][CH:7]([C:12]([O:14]C)=[O:13])[CH2:6]2)#[N:2].[OH-].[Na+]. Product: [C:1]([C:3]1[C:4]([CH3:16])=[C:5]2[C:9](=[CH:10][CH:11]=1)[CH2:8][CH:7]([C:12]([OH:14])=[O:13])[CH2:6]2)#[N:2]. The catalyst class is: 5.